Predict the reaction yield, written as a fraction of the theoretical maximum amount of product (1.0 means a 100% yield; for example, 0.34 means a 34% yield). From a dataset of Reaction yield outcomes from USPTO patents with 853,638 reactions. (1) The reactants are [F:1][C:2]1[CH:3]=[C:4]([OH:9])[CH:5]=[CH:6][C:7]=1[NH2:8].CC(C)([O-])C.[K+].[Cl:16][C:17]1[CH:22]=[C:21](Cl)[CH:20]=[CH:19][N:18]=1. The catalyst is CC(N(C)C)=O. The product is [Cl:16][C:17]1[CH:22]=[C:21]([O:9][C:4]2[CH:5]=[CH:6][C:7]([NH2:8])=[C:2]([F:1])[CH:3]=2)[CH:20]=[CH:19][N:18]=1. The yield is 0.860. (2) The yield is 1.00. The reactants are C[O:2][C:3](=[O:17])[C:4]1[CH:9]=[C:8]([C:10](=[O:14])[CH:11]([CH3:13])[CH3:12])[CH:7]=[CH:6][C:5]=1[O:15][CH3:16].[OH-].[Na+].Cl. The catalyst is CO. The product is [C:10]([C:8]1[CH:7]=[CH:6][C:5]([O:15][CH3:16])=[C:4]([CH:9]=1)[C:3]([OH:17])=[O:2])(=[O:14])[CH:11]([CH3:13])[CH3:12]. (3) The reactants are Cl[C:2]1[N:3]=[C:4]([O:29][CH:30]2[CH2:34][CH2:33][CH2:32][CH2:31]2)[C:5]2[C:10]([C:11]3[CH:20]=[CH:19][C:14]4[N:15]=[C:16]([CH3:18])[O:17][C:13]=4[CH:12]=3)=[CH:9][N:8]([CH2:21][O:22][CH2:23][CH2:24][Si:25]([CH3:28])([CH3:27])[CH3:26])[C:6]=2[N:7]=1.[NH2:35][C:36]1[CH:45]=[CH:44][C:39]([C:40]([NH:42][CH3:43])=[O:41])=[CH:38][C:37]=1[Cl:46].C(=O)([O-])[O-].[Cs+].[Cs+].C1(P(C2C=CC=CC=2)C2C=CC3C(=CC=CC=3)C=2C2C3C(=CC=CC=3)C=CC=2P(C2C=CC=CC=2)C2C=CC=CC=2)C=CC=CC=1. The catalyst is O1CCOCC1.C([O-])(=O)C.[Pd+2].C([O-])(=O)C. The product is [Cl:46][C:37]1[CH:38]=[C:39]([CH:44]=[CH:45][C:36]=1[NH:35][C:2]1[N:3]=[C:4]([O:29][CH:30]2[CH2:34][CH2:33][CH2:32][CH2:31]2)[C:5]2[C:10]([C:11]3[CH:20]=[CH:19][C:14]4[N:15]=[C:16]([CH3:18])[O:17][C:13]=4[CH:12]=3)=[CH:9][N:8]([CH2:21][O:22][CH2:23][CH2:24][Si:25]([CH3:28])([CH3:27])[CH3:26])[C:6]=2[N:7]=1)[C:40]([NH:42][CH3:43])=[O:41]. The yield is 0.650.